From a dataset of Catalyst prediction with 721,799 reactions and 888 catalyst types from USPTO. Predict which catalyst facilitates the given reaction. (1) Reactant: [CH:1]1([NH:4][C:5](=[O:32])[C:6]2[CH:11]=[C:10]([N:12]3[CH:17]=[CH:16][N:15]=[C:14]([NH:18][C:19]4([C:22]5[CH:27]=[CH:26][CH:25]=[CH:24][C:23]=5[OH:28])[CH2:21][CH2:20]4)[C:13]3=[O:29])[C:9]([CH3:30])=[C:8]([F:31])[CH:7]=2)[CH2:3][CH2:2]1.Br[CH2:34][CH2:35][Cl:36].C(=O)([O-])[O-].[Cs+].[Cs+]. Product: [Cl:36][CH2:35][CH2:34][O:28][C:23]1[CH:24]=[CH:25][CH:26]=[CH:27][C:22]=1[C:19]1([NH:18][C:14]2[C:13](=[O:29])[N:12]([C:10]3[CH:11]=[C:6]([CH:7]=[C:8]([F:31])[C:9]=3[CH3:30])[C:5]([NH:4][CH:1]3[CH2:2][CH2:3]3)=[O:32])[CH:17]=[CH:16][N:15]=2)[CH2:21][CH2:20]1. The catalyst class is: 10. (2) Product: [OH:2][CH2:1][C:3]1[CH:8]=[CH:7][N:6]2[C:9]([C:12]3[CH:13]=[C:14]([C:18]4[C:19]([C:24]#[N:25])=[CH:20][CH:21]=[CH:22][CH:23]=4)[CH:15]=[CH:16][CH:17]=3)=[CH:10][N:11]=[C:5]2[CH:4]=1. The catalyst class is: 147. Reactant: [CH:1]([C:3]1[CH:8]=[CH:7][N:6]2[C:9]([C:12]3[CH:13]=[C:14]([C:18]4[C:19]([C:24]#[N:25])=[CH:20][CH:21]=[CH:22][CH:23]=4)[CH:15]=[CH:16][CH:17]=3)=[CH:10][N:11]=[C:5]2[CH:4]=1)=[O:2].[BH4-].[Na+]. (3) Reactant: [CH3:1][NH:2][CH2:3][CH:4]([C:6]1[NH:7][CH:8]=[CH:9][CH:10]=1)[OH:5].C(N(CC)C(C)C)(C)C.[Cl:20][C:21]1[CH:43]=[CH:42][C:24]([CH2:25][NH:26][C:27]([C:29]2[C:30](=[O:41])[C:31]3[CH:38]=[C:37]([CH2:39]Cl)[S:36][C:32]=3[N:33]([CH3:35])[CH:34]=2)=[O:28])=[CH:23][CH:22]=1.O. Product: [Cl:20][C:21]1[CH:43]=[CH:42][C:24]([CH2:25][NH:26][C:27]([C:29]2[C:30](=[O:41])[C:31]3[CH:38]=[C:37]([CH2:39][N:2]([CH2:3][CH:4]([OH:5])[C:6]4[NH:7][CH:8]=[CH:9][CH:10]=4)[CH3:1])[S:36][C:32]=3[N:33]([CH3:35])[CH:34]=2)=[O:28])=[CH:23][CH:22]=1. The catalyst class is: 3. (4) Reactant: [NH2:1][CH2:2][CH2:3][C:4]1[CH:35]=[CH:34][C:7]([O:8][CH2:9][CH2:10][C:11]2[CH:16]=[CH:15][C:14]([OH:17])=[C:13]([C@@H:18]([C:28]3[CH:33]=[CH:32][CH:31]=[CH:30][CH:29]=3)[CH2:19][CH2:20][N:21]([CH:25]([CH3:27])[CH3:26])[CH:22]([CH3:24])[CH3:23])[CH:12]=2)=[CH:6][CH:5]=1.C(O)(=O)C.[Cl:40][C:41]1[CH:42]=[C:43]([CH:46]=[CH:47][CH:48]=1)[CH:44]=O.[BH4-].[Na+]. Product: [NH3:1].[Cl:40][C:41]1[CH:42]=[C:43]([CH:46]=[CH:47][CH:48]=1)[CH2:44][NH:1][CH2:2][CH2:3][C:4]1[CH:5]=[CH:6][C:7]([O:8][CH2:9][CH2:10][C:11]2[CH:16]=[CH:15][C:14]([OH:17])=[C:13]([C@@H:18]([C:28]3[CH:29]=[CH:30][CH:31]=[CH:32][CH:33]=3)[CH2:19][CH2:20][N:21]([CH:25]([CH3:26])[CH3:27])[CH:22]([CH3:24])[CH3:23])[CH:12]=2)=[CH:34][CH:35]=1. The catalyst class is: 4.